Dataset: Peptide-MHC class I binding affinity with 185,985 pairs from IEDB/IMGT. Task: Regression. Given a peptide amino acid sequence and an MHC pseudo amino acid sequence, predict their binding affinity value. This is MHC class I binding data. The peptide sequence is WSADGSSMY. The MHC is HLA-A03:01 with pseudo-sequence HLA-A03:01. The binding affinity (normalized) is 0.0847.